Dataset: Full USPTO retrosynthesis dataset with 1.9M reactions from patents (1976-2016). Task: Predict the reactants needed to synthesize the given product. (1) Given the product [C:16]([O:15][C:13](=[O:14])[N:9]([CH2:8][C:7]1[C:2]([Cl:1])=[N:3][CH:4]=[C:5]([CH3:12])[CH:6]=1)[CH2:10][CH3:11])([CH3:19])([CH3:18])[CH3:17], predict the reactants needed to synthesize it. The reactants are: [Cl:1][C:2]1[C:7]([CH2:8][NH:9][CH2:10][CH3:11])=[CH:6][C:5]([CH3:12])=[CH:4][N:3]=1.[C:13](O[C:13]([O:15][C:16]([CH3:19])([CH3:18])[CH3:17])=[O:14])([O:15][C:16]([CH3:19])([CH3:18])[CH3:17])=[O:14]. (2) Given the product [CH:1]1([C:4]2[CH:32]=[N:31][C:7]3[N:8]([C:13]([NH:15][C@H:16]([C:20]4[CH:25]=[CH:24][C:23]([O:26][C:27]([F:28])([F:29])[F:30])=[CH:22][CH:21]=4)[CH2:17][O:18][CH3:19])=[O:14])[CH2:9][C:10](=[O:12])[NH:11][C:6]=3[CH:5]=2)[CH2:3][CH2:2]1, predict the reactants needed to synthesize it. The reactants are: [CH:1]1([C:4]2[CH:32]=[N:31][C:7]3[N:8]([C:13]([NH:15][CH:16]([C:20]4[CH:25]=[CH:24][C:23]([O:26][C:27]([F:30])([F:29])[F:28])=[CH:22][CH:21]=4)[CH2:17][O:18][CH3:19])=[O:14])[CH2:9][C:10](=[O:12])[NH:11][C:6]=3[CH:5]=2)[CH2:3][CH2:2]1.C(=O)=O.CO. (3) The reactants are: [Cl:1][C:2]1[CH:3]=[C:4]([C@@H:12]([CH2:31][CH:32]2[CH2:36][CH2:35][CH2:34][CH2:33]2)[C:13]([NH:15][C:16]2[CH:20]=[CH:19][N:18]([CH2:21][C:22]3[CH:30]=[CH:29][C:25]([C:26](O)=[O:27])=[CH:24][CH:23]=3)[N:17]=2)=[O:14])[CH:5]=[CH:6][C:7]=1[S:8]([CH3:11])(=[O:10])=[O:9].C(Cl)(=O)C(Cl)=O.N1C(C)=CC=CC=1C.[NH2:51][CH2:52][CH2:53][CH2:54][OH:55]. Given the product [Cl:1][C:2]1[CH:3]=[C:4]([C@@H:12]([CH2:31][CH:32]2[CH2:33][CH2:34][CH2:35][CH2:36]2)[C:13]([NH:15][C:16]2[CH:20]=[CH:19][N:18]([CH2:21][C:22]3[CH:23]=[CH:24][C:25]([C:26]([NH:51][CH2:52][CH2:53][CH2:54][OH:55])=[O:27])=[CH:29][CH:30]=3)[N:17]=2)=[O:14])[CH:5]=[CH:6][C:7]=1[S:8]([CH3:11])(=[O:9])=[O:10], predict the reactants needed to synthesize it. (4) Given the product [CH3:30][C:4]1[C:3]([CH3:31])=[C:2]([O:1][CH2:35][CH2:36][CH3:37])[CH:7]=[CH:6][C:5]=1[C@@H:8]1[N:13]2[CH2:14][CH2:15][N:16]([C:18]([C:20]3[CH:21]=[N:22][C:23]([C:26]([F:29])([F:28])[F:27])=[CH:24][CH:25]=3)=[O:19])[CH2:17][C@@H:12]2[CH2:11][CH2:10][CH2:9]1, predict the reactants needed to synthesize it. The reactants are: [OH:1][C:2]1[CH:7]=[CH:6][C:5]([C@@H:8]2[N:13]3[CH2:14][CH2:15][N:16]([C:18]([C:20]4[CH:21]=[N:22][C:23]([C:26]([F:29])([F:28])[F:27])=[CH:24][CH:25]=4)=[O:19])[CH2:17][C@@H:12]3[CH2:11][CH2:10][CH2:9]2)=[C:4]([CH3:30])[C:3]=1[CH3:31].[OH-].[K+].Br[CH2:35][CH2:36][CH3:37]. (5) Given the product [Br:6][C:7]1[CH:12]=[C:11]2[C:10]([CH2:17][O:18][C:13]2([CH3:14])[CH3:15])=[CH:9][CH:8]=1, predict the reactants needed to synthesize it. The reactants are: OS(O)(=O)=O.[Br:6][C:7]1[CH:8]=[CH:9][C:10]([CH2:17][OH:18])=[C:11]([C:13](O)([CH3:15])[CH3:14])[CH:12]=1. (6) Given the product [C:12]([O:24][C:28]([N:8]([C:5]1[N:6]=[N:7][C:2]([Cl:1])=[CH:3][CH:4]=1)[C:9]([O:11][C:12]([CH3:15])([CH3:14])[CH3:13])=[O:10])=[O:29])([CH3:15])([CH3:14])[CH3:13], predict the reactants needed to synthesize it. The reactants are: [Cl:1][C:2]1[N:7]=[N:6][C:5]([NH2:8])=[CH:4][CH:3]=1.[C:9](O[C:9]([O:11][C:12]([CH3:15])([CH3:14])[CH3:13])=[O:10])([O:11][C:12]([CH3:15])([CH3:14])[CH3:13])=[O:10].[OH2:24].CN([CH:28]=[O:29])C.